The task is: Regression. Given two drug SMILES strings and cell line genomic features, predict the synergy score measuring deviation from expected non-interaction effect.. This data is from NCI-60 drug combinations with 297,098 pairs across 59 cell lines. (1) Drug 1: CC(CN1CC(=O)NC(=O)C1)N2CC(=O)NC(=O)C2. Drug 2: C1CNP(=O)(OC1)N(CCCl)CCCl. Cell line: SF-539. Synergy scores: CSS=11.3, Synergy_ZIP=-2.22, Synergy_Bliss=2.75, Synergy_Loewe=-10.2, Synergy_HSA=-3.64. (2) Drug 1: C1CC(=O)NC(=O)C1N2C(=O)C3=CC=CC=C3C2=O. Drug 2: B(C(CC(C)C)NC(=O)C(CC1=CC=CC=C1)NC(=O)C2=NC=CN=C2)(O)O. Cell line: SNB-19. Synergy scores: CSS=22.6, Synergy_ZIP=6.41, Synergy_Bliss=-4.42, Synergy_Loewe=-69.8, Synergy_HSA=-11.9.